From a dataset of Rat liver microsome stability data. Regression/Classification. Given a drug SMILES string, predict its absorption, distribution, metabolism, or excretion properties. Task type varies by dataset: regression for continuous measurements (e.g., permeability, clearance, half-life) or binary classification for categorical outcomes (e.g., BBB penetration, CYP inhibition). Dataset: rlm. (1) The compound is N#CC(=Cc1cc(O)c(O)c([N+](=O)[O-])c1)c1nccs1. The result is 1 (stable in rat liver microsomes). (2) The molecule is CCn1c(C(=O)N[C@H](CO)C(C)C)ccc1C(CC)(CC)c1ccc(OCS(=O)(=O)c2ccccc2)c(C)c1. The result is 0 (unstable in rat liver microsomes). (3) The compound is Cn1nnnc1Sc1ncnc2sccc12. The result is 0 (unstable in rat liver microsomes). (4) The drug is COc1ccccc1-c1[nH]nc2ncc(-c3ccc(C)cc3)nc12. The result is 1 (stable in rat liver microsomes). (5) The result is 0 (unstable in rat liver microsomes). The molecule is CCc1nc(N)nc(N)c1-c1ccc2c(c1)N(CCO)C(=O)C(C)(c1cc(F)cc(F)c1)O2. (6) The drug is CCOC(=O)c1ccc(-n2cnc3cc(C(=O)N4CCCCC4)ccc32)cc1. The result is 1 (stable in rat liver microsomes).